This data is from Reaction yield outcomes from USPTO patents with 853,638 reactions. The task is: Predict the reaction yield, written as a fraction of the theoretical maximum amount of product (1.0 means a 100% yield; for example, 0.34 means a 34% yield). (1) The reactants are [CH2:1]([N:8]1[CH2:12][CH2:11][C@H:10]([OH:13])[CH2:9]1)[C:2]1[CH:7]=[CH:6][CH:5]=[CH:4][CH:3]=1.[C:14]1([CH3:24])[CH:19]=[CH:18][C:17]([S:20](Cl)(=[O:22])=[O:21])=[CH:16][CH:15]=1. No catalyst specified. The product is [CH2:1]([N:8]1[CH2:12][CH2:11][C@H:10]([OH:13])[CH2:9]1)[C:2]1[CH:3]=[CH:4][CH:5]=[CH:6][CH:7]=1.[S:20]([C:17]1[CH:18]=[CH:19][C:14]([CH3:24])=[CH:15][CH:16]=1)([O-:13])(=[O:22])=[O:21]. The yield is 0.980. (2) The reactants are Br[C:2]1[CH:3]=[C:4]([N+:9]([O-:11])=[O:10])[CH:5]=[CH:6][C:7]=1[CH3:8].ClC1C=CC(NC2N(C)C3C=CC(O[C:31]4C=CN=[C:33]([C:37](NC)=[O:38])[CH:32]=4)=CC=3N=2)=CC=1[N+]([O-])=O.C(N(C(C)C)CC)(C)C. The catalyst is CN1C(=O)CCC1.C1C=CC(P(C2C=CC=CC=2)[C-]2C=CC=C2)=CC=1.C1C=CC(P(C2C=CC=CC=2)[C-]2C=CC=C2)=CC=1.Cl[Pd]Cl.[Fe+2].C(Cl)Cl. The product is [CH3:8][C:7]1[CH:6]=[CH:5][C:4]([N+:9]([O-:11])=[O:10])=[CH:3][C:2]=1[C:33]1[CH:32]=[CH:31][O:38][CH:37]=1. The yield is 0.800. (3) The reactants are [NH2:1][C:2]1[CH:7]=[CH:6][C:5]([NH:8][C:9](=[O:15])/[CH:10]=[CH:11]\[C:12]([OH:14])=[O:13])=[CH:4][CH:3]=1.O1CCCC1. The catalyst is O. The product is [OH2:13].[NH2:1][C:2]1[CH:3]=[CH:4][C:5]([NH:8][C:9](=[O:15])/[CH:10]=[CH:11]\[C:12]([OH:14])=[O:13])=[CH:6][CH:7]=1. The yield is 0.815. (4) The reactants are Br[CH2:2][C:3]1[O:7][N:6]=[C:5]([NH:8][C:9](=[O:12])[O:10][CH3:11])[CH:4]=1.ClCC1N(C)N=C(C)N=1.[CH:22]1([C:27]2([CH2:35][CH2:36][C:37]3[CH:42]=[CH:41][C:40]([CH:43]([F:45])[F:44])=[C:39]([F:46])[CH:38]=3)[O:32][C:31](=[O:33])[CH2:30][C:29](=[O:34])[CH2:28]2)[CH2:26][CH2:25][CH2:24][CH2:23]1. No catalyst specified. The product is [CH:22]1([C:27]2([CH2:35][CH2:36][C:37]3[CH:42]=[CH:41][C:40]([CH:43]([F:45])[F:44])=[C:39]([F:46])[CH:38]=3)[O:32][C:31](=[O:33])[C:30]([CH2:2][C:3]3[O:7][N:6]=[C:5]([NH:8][C:9](=[O:12])[O:10][CH3:11])[CH:4]=3)=[C:29]([OH:34])[CH2:28]2)[CH2:26][CH2:25][CH2:24][CH2:23]1. The yield is 0.0600. (5) The reactants are [NH2:1][C:2]1[C:7]([C:8]#[N:9])=[CH:6][CH:5]=[CH:4][N:3]=1.[C:10]1([CH2:16][CH2:17][CH2:18][CH2:19][CH2:20][C:21](Cl)=[O:22])[CH:15]=[CH:14][CH:13]=[CH:12][CH:11]=1.O. The catalyst is C(Cl)Cl.N1C=CC=CC=1. The product is [C:8]([C:7]1[C:2]([NH:1][C:21](=[O:22])[CH2:20][CH2:19][CH2:18][CH2:17][CH2:16][C:10]2[CH:11]=[CH:12][CH:13]=[CH:14][CH:15]=2)=[N:3][CH:4]=[CH:5][CH:6]=1)#[N:9]. The yield is 0.730. (6) The reactants are [OH:1][C:2]1[CH:7]=[CH:6][C:5]([CH:8]2[CH2:13][CH2:12][C:11](=[O:14])[CH2:10][CH2:9]2)=[CH:4][CH:3]=1.C([O-])([O-])=O.[K+].[K+].I[CH2:22][CH3:23]. The catalyst is CC(C)=O. The product is [CH2:22]([O:1][C:2]1[CH:3]=[CH:4][C:5]([CH:8]2[CH2:9][CH2:10][C:11](=[O:14])[CH2:12][CH2:13]2)=[CH:6][CH:7]=1)[CH3:23]. The yield is 1.00.